This data is from Reaction yield outcomes from USPTO patents with 853,638 reactions. The task is: Predict the reaction yield, written as a fraction of the theoretical maximum amount of product (1.0 means a 100% yield; for example, 0.34 means a 34% yield). (1) The reactants are Br[C:2]1[CH:3]=[C:4]([S:9]([NH:12][CH:13]2[CH2:16][CH2:15][CH2:14]2)(=[O:11])=[O:10])[C:5]([Cl:8])=[N:6][CH:7]=1.[CH3:17][C:18]1[N:23]=[C:22]([NH:24][C:25]2[CH:30]=[C:29](B3OC(C)(C)C(C)(C)O3)[CH:28]=[CH:27][N:26]=2)[CH:21]=[CH:20][N:19]=1.C(=O)([O-])[O-].[K+].[K+]. The catalyst is O1CCOCC1.O.C1C=CC(P(C2C=CC=CC=2)[C-]2C=CC=C2)=CC=1.C1C=CC(P(C2C=CC=CC=2)[C-]2C=CC=C2)=CC=1.Cl[Pd]Cl.[Fe+2]. The product is [Cl:8][C:5]1[N:6]=[CH:7][C:2]([C:29]2[CH:28]=[CH:27][N:26]=[C:25]([NH:24][C:22]3[CH:21]=[CH:20][N:19]=[C:18]([CH3:17])[N:23]=3)[CH:30]=2)=[CH:3][C:4]=1[S:9]([NH:12][CH:13]1[CH2:16][CH2:15][CH2:14]1)(=[O:11])=[O:10]. The yield is 0.460. (2) The reactants are [CH3:1][C@:2]12[CH2:14][CH2:13][NH:12][C@H:11]1[C:10]1[CH:9]=[CH:8][CH:7]=[CH:6][C:5]=1[NH:4][C@H:3]2[C:15]1[CH:19]=[CH:18][S:17][CH:16]=1.[C:20]([NH:28][C@@H:29]1[CH2:34][CH2:33][CH2:32][CH2:31][C@@H:30]1[C:35](O)=[O:36])(=[O:27])[C:21]1[CH:26]=[CH:25][CH:24]=[CH:23][CH:22]=1.C(N(CC)CC)C.CCOC(OC(OCC)=O)=O.C(=O)([O-])O.[Na+]. The catalyst is O1CCCC1.C(#N)C. The product is [CH3:1][C@@:2]12[CH2:14][CH2:13][N:12]([C:35]([C@H:30]3[CH2:31][CH2:32][CH2:33][CH2:34][C@H:29]3[NH:28][C:20](=[O:27])[C:21]3[CH:22]=[CH:23][CH:24]=[CH:25][CH:26]=3)=[O:36])[C@@H:11]1[C:10]1[CH:9]=[CH:8][CH:7]=[CH:6][C:5]=1[NH:4][C@@H:3]2[C:15]1[CH:19]=[CH:18][S:17][CH:16]=1. The yield is 0.0800. (3) The reactants are [CH3:1][S:2](Cl)(=[O:4])=[O:3].[Cl:6][C:7]1[C:8]([C:29]2[N:33]3[CH:34]=[CH:35][CH:36]=[CH:37][C:32]3=[N:31][CH:30]=2)=[N:9][C:10]([NH:13][C:14]2[CH:19]=[CH:18][C:17]([O:20][CH:21]3[CH2:26][CH2:25][NH:24][CH2:23][CH2:22]3)=[CH:16][C:15]=2[O:27][CH3:28])=[N:11][CH:12]=1.C(N(CC)CC)C. The catalyst is ClCCl. The product is [Cl:6][C:7]1[C:8]([C:29]2[N:33]3[CH:34]=[CH:35][CH:36]=[CH:37][C:32]3=[N:31][CH:30]=2)=[N:9][C:10]([NH:13][C:14]2[CH:19]=[CH:18][C:17]([O:20][CH:21]3[CH2:26][CH2:25][N:24]([S:2]([CH3:1])(=[O:4])=[O:3])[CH2:23][CH2:22]3)=[CH:16][C:15]=2[O:27][CH3:28])=[N:11][CH:12]=1. The yield is 0.670. (4) The yield is 0.250. The catalyst is C1(C)C=CC=CC=1.C(COC)OC.C1(C)C=CC=CC=1.O. The product is [CH3:9][O:8][C:6](=[O:7])[C:5]1[CH:4]=[CH:3][C:2]([C:1](=[O:13])[CH2:15][C:16](=[O:17])[CH3:18])=[CH:11][CH:10]=1. The reactants are [C:1]([O:13]C)(=O)[C:2]1[CH:11]=[CH:10][C:5]([C:6]([O:8][CH3:9])=[O:7])=[CH:4][CH:3]=1.[CH3:15][C:16]([CH3:18])=[O:17].[H-].[Na+].Cl. (5) The reactants are [NH2:1][C@H:2]1[CH2:7][CH2:6][N:5]([C:8]2[CH:9]=[C:10]([CH:18]=[CH:19][CH:20]=2)[C:11]([O:13][C:14]([CH3:17])([CH3:16])[CH3:15])=[O:12])[CH2:4][C@H:3]1[O:21][CH2:22][CH3:23].[CH2:24]([C:26]1[NH:30][C:29]([C:31](O)=[O:32])=[N:28][C:27]=1[C:34]([F:37])([F:36])[F:35])[CH3:25].CCN=C=NCCCN(C)C.Cl.C1C=CC2N(O)N=NC=2C=1. No catalyst specified. The product is [CH2:24]([C:26]1[NH:30][C:29]([C:31]([NH:1][C@H:2]2[CH2:7][CH2:6][N:5]([C:8]3[CH:9]=[C:10]([CH:18]=[CH:19][CH:20]=3)[C:11]([O:13][C:14]([CH3:16])([CH3:17])[CH3:15])=[O:12])[CH2:4][C@H:3]2[O:21][CH2:22][CH3:23])=[O:32])=[N:28][C:27]=1[C:34]([F:36])([F:37])[F:35])[CH3:25]. The yield is 0.830. (6) The reactants are Br[C:2]1[C:3]([CH3:10])=[N:4][C:5]([O:8][CH3:9])=[CH:6][CH:7]=1.[CH3:11][C:12]1([CH3:28])[C:16]([CH3:18])([CH3:17])[O:15][B:14]([B:14]2[O:15][C:16]([CH3:18])([CH3:17])[C:12]([CH3:28])([CH3:11])[O:13]2)[O:13]1.C([O-])(=O)C.[K+]. The catalyst is C1C=CC(P(C2C=CC=CC=2)[C-]2C=CC=C2)=CC=1.C1C=CC(P(C2C=CC=CC=2)[C-]2C=CC=C2)=CC=1.Cl[Pd]Cl.[Fe+2]. The product is [CH3:9][O:8][C:5]1[N:4]=[C:3]([CH3:10])[C:2]([B:14]2[O:15][C:16]([CH3:18])([CH3:17])[C:12]([CH3:28])([CH3:11])[O:13]2)=[CH:7][CH:6]=1. The yield is 0.600. (7) The reactants are [Cl:1][CH2:2][C:3](Cl)=O.[NH2:6][C:7]1[CH:22]=[CH:21][CH:20]=[C:19]([CH3:23])[C:8]=1[C:9]([NH:11][C:12]1[CH:17]=[CH:16][CH:15]=[CH:14][C:13]=1[Cl:18])=[O:10]. The catalyst is C(O)(=O)C. The product is [Cl:1][CH2:2][C:3]1[N:11]([C:12]2[CH:17]=[CH:16][CH:15]=[CH:14][C:13]=2[Cl:18])[C:9](=[O:10])[C:8]2[C:7](=[CH:22][CH:21]=[CH:20][C:19]=2[CH3:23])[N:6]=1. The yield is 0.360. (8) The reactants are Br[CH:2]([C:5](=O)[C:6]([CH3:9])([CH3:8])[CH3:7])[C:3]#[N:4].[NH2:11][C:12]([NH2:14])=[S:13]. No catalyst specified. The product is [NH2:14][C:12]1[S:13][C:2]([C:3]#[N:4])=[C:5]([C:6]([CH3:9])([CH3:8])[CH3:7])[N:11]=1. The yield is 0.663.